Dataset: Reaction yield outcomes from USPTO patents with 853,638 reactions. Task: Predict the reaction yield, written as a fraction of the theoretical maximum amount of product (1.0 means a 100% yield; for example, 0.34 means a 34% yield). (1) The reactants are C([O:9][CH2:10][CH2:11][CH2:12][CH2:13][N:14]1[CH:18]=[C:17]([C:19]([O:21][C:22]([CH3:25])([CH3:24])[CH3:23])=[O:20])[N:16]=[N:15]1)(=O)C1C=CC=CC=1.C([O-])([O-])=O.[K+].[K+]. The catalyst is CO. The product is [OH:9][CH2:10][CH2:11][CH2:12][CH2:13][N:14]1[CH:18]=[C:17]([C:19]([O:21][C:22]([CH3:25])([CH3:24])[CH3:23])=[O:20])[N:16]=[N:15]1. The yield is 0.430. (2) The reactants are [Br:1][C:2]1[CH:3]=[C:4]([C:8]2([CH2:12]C(O)=O)[CH2:11][O:10][CH2:9]2)[CH:5]=[CH:6][CH:7]=1.C([N:18]([CH2:21]C)CC)C.C1(P(N=[N+]=[N-])(C2C=CC=CC=2)=[O:30])C=CC=CC=1.[C:40]([OH:44])([CH3:43])([CH3:42])[CH3:41]. No catalyst specified. The product is [Br:1][C:2]1[CH:3]=[C:4]([C:8]2([CH2:12][NH:18][C:21](=[O:30])[O:44][C:40]([CH3:43])([CH3:42])[CH3:41])[CH2:9][O:10][CH2:11]2)[CH:5]=[CH:6][CH:7]=1. The yield is 0.450.